From a dataset of Catalyst prediction with 721,799 reactions and 888 catalyst types from USPTO. Predict which catalyst facilitates the given reaction. (1) Reactant: C[O:2][C:3]1[CH:8]=[CH:7][N:6]=[C:5]([CH2:9][O:10][C:11](=[O:17])[CH2:12][CH2:13][CH2:14][CH2:15][CH3:16])[N:4]=1.[Na+].[I-].[Si](Cl)(C)(C)C.CO. Product: [OH:2][C:3]1[CH:8]=[CH:7][N:6]=[C:5]([CH2:9][O:10][C:11](=[O:17])[CH2:12][CH2:13][CH2:14][CH2:15][CH3:16])[N:4]=1. The catalyst class is: 192. (2) Reactant: [Cl:1][C:2]1[CH:7]=[C:6]([O:8][CH2:9][C:10]2[CH:15]=[CH:14][CH:13]=[CH:12][CH:11]=2)[CH:5]=[C:4]([Cl:16])[C:3]=1[OH:17].[C:18]([O:21][CH2:22][CH2:23][CH2:24][CH2:25]Br)(=[O:20])[CH3:19].C(=O)([O-])[O-].[K+].[K+]. Product: [C:18]([O:21][CH2:22][CH2:23][CH2:24][CH2:25][O:17][C:3]1[C:2]([Cl:1])=[CH:7][C:6]([O:8][CH2:9][C:10]2[CH:15]=[CH:14][CH:13]=[CH:12][CH:11]=2)=[CH:5][C:4]=1[Cl:16])(=[O:20])[CH3:19]. The catalyst class is: 3. (3) Reactant: [H-].[Na+].[C:3]([O:6][CH2:7][C:8]1[CH:13]=[CH:12][C:11]([OH:14])=[C:10]([F:15])[CH:9]=1)(=[O:5])[CH3:4].[CH3:16][O:17][CH2:18][CH2:19][O:20][CH2:21]Cl.O. Product: [C:3]([O:6][CH2:7][C:8]1[CH:13]=[CH:12][C:11]([O:14][CH2:16][O:17][CH2:18][CH2:19][O:20][CH3:21])=[C:10]([F:15])[CH:9]=1)(=[O:5])[CH3:4]. The catalyst class is: 213. (4) Reactant: [F:1][C:2]1[CH:33]=[C:32]([F:34])[CH:31]=[CH:30][C:3]=1[O:4][C:5]1[CH:10]=[CH:9][C:8]([CH2:11][S:12]([CH3:15])(=[O:14])=[O:13])=[CH:7][C:6]=1[C:16]1[C:24]2[C:19](=[C:20]([O:27][CH3:28])[N:21]=[C:22]([CH:25]=[CH2:26])[CH:23]=2)[N:18]([CH3:29])[CH:17]=1.C(O)C. Product: [F:1][C:2]1[CH:33]=[C:32]([F:34])[CH:31]=[CH:30][C:3]=1[O:4][C:5]1[CH:10]=[CH:9][C:8]([CH2:11][S:12]([CH3:15])(=[O:13])=[O:14])=[CH:7][C:6]=1[C:16]1[C:24]2[C:19](=[C:20]([O:27][CH3:28])[N:21]=[C:22]([CH2:25][CH3:26])[CH:23]=2)[N:18]([CH3:29])[CH:17]=1. The catalyst class is: 78. (5) Reactant: [CH2:1]([O:3][C:4]([C:6]1[N:7]=[C:8]([C:12]2[CH:17]=[CH:16][CH:15]=[CH:14][CH:13]=2)[S:9][C:10]=1[CH3:11])=[O:5])[CH3:2].[Br:18]N1C(=O)CCC1=O.C(OOC(=O)C1C=CC=CC=1)(=O)C1C=CC=CC=1. Product: [CH2:1]([O:3][C:4]([C:6]1[N:7]=[C:8]([C:12]2[CH:17]=[CH:16][CH:15]=[CH:14][CH:13]=2)[S:9][C:10]=1[CH2:11][Br:18])=[O:5])[CH3:2]. The catalyst class is: 53. (6) Reactant: [Cl:1][C:2]1[CH:11]=[C:10]([C:12](O)=[O:13])[CH:9]=[C:8]2[C:3]=1[C:4](=[O:26])[N:5]([C:16]1[N:21]=[C:20]([O:22][CH3:23])[C:19]([O:24][CH3:25])=[CH:18][N:17]=1)[C:6](=[S:15])[NH:7]2.CCN(C(C)C)C(C)C.CN(C(ON1N=NC2C=CC=NC1=2)=[N+](C)C)C.F[P-](F)(F)(F)(F)F.[Cl:60][C:61]1[CH:68]=[CH:67][C:64]([CH2:65][NH2:66])=[CH:63][CH:62]=1. Product: [Cl:1][C:2]1[CH:11]=[C:10]([C:12]([NH:66][CH2:65][C:64]2[CH:67]=[CH:68][C:61]([Cl:60])=[CH:62][CH:63]=2)=[O:13])[CH:9]=[C:8]2[C:3]=1[C:4](=[O:26])[N:5]([C:16]1[N:21]=[C:20]([O:22][CH3:23])[C:19]([O:24][CH3:25])=[CH:18][N:17]=1)[C:6](=[S:15])[NH:7]2. The catalyst class is: 3.